This data is from Forward reaction prediction with 1.9M reactions from USPTO patents (1976-2016). The task is: Predict the product of the given reaction. Given the reactants [Br:1][C:2]1[C:14]2[O:15][C:16]3[C:21]([C:11]4[C:12]=2[C:13]2[C:8](=[CH:9][C:10]=4Br)[C:7](=[O:23])[N:6]([C:24]4[C:29]([CH:30]([CH3:32])[CH3:31])=[CH:28][CH:27]=[CH:26][C:25]=4[CH:33]([CH3:35])[CH3:34])[C:5](=[O:36])[C:4]=2[CH:3]=1)=[CH:20][CH:19]=[CH:18][CH:17]=3.[C:37]1([OH:43])[CH:42]=[CH:41][CH:40]=[CH:39][CH:38]=1.C([O-])([O-])=O.[K+].[K+].Cl, predict the reaction product. The product is: [CH:30]([C:29]1[CH:28]=[CH:27][CH:26]=[C:25]([CH:33]([CH3:35])[CH3:34])[C:24]=1[N:6]1[C:5](=[O:36])[C:4]2[CH:3]=[C:2]([Br:1])[C:14]3[O:15][C:16]4[C:21]([C:11]5[C:12]=3[C:13]=2[C:8](=[CH:9][C:10]=5[O:43][C:37]2[CH:42]=[CH:41][CH:40]=[CH:39][CH:38]=2)[C:7]1=[O:23])=[CH:20][CH:19]=[CH:18][CH:17]=4)([CH3:32])[CH3:31].